Dataset: Catalyst prediction with 721,799 reactions and 888 catalyst types from USPTO. Task: Predict which catalyst facilitates the given reaction. The catalyst class is: 3. Product: [CH2:34]([N:9]([C@@H:10]([CH3:24])[CH2:11][N:12]1[CH:16]=[C:15]([C:17]2[CH:22]=[CH:21][C:20]([F:23])=[CH:19][N:18]=2)[CH:14]=[N:13]1)[C:7](=[O:8])[C:6]1[CH:25]=[C:2]([F:1])[CH:3]=[CH:4][C:5]=1[C:26]1[N:31]=[CH:30][CH:29]=[CH:28][N:27]=1)[CH3:35]. Reactant: [F:1][C:2]1[CH:3]=[CH:4][C:5]([C:26]2[N:31]=[CH:30][CH:29]=[CH:28][N:27]=2)=[C:6]([CH:25]=1)[C:7]([NH:9][C@@H:10]([CH3:24])[CH2:11][N:12]1[CH:16]=[C:15]([C:17]2[CH:22]=[CH:21][C:20]([F:23])=[CH:19][N:18]=2)[CH:14]=[N:13]1)=[O:8].[H-].[Na+].[CH2:34](I)[CH3:35].[NH4+].[Cl-].